This data is from Forward reaction prediction with 1.9M reactions from USPTO patents (1976-2016). The task is: Predict the product of the given reaction. (1) Given the reactants [CH3:1][O:2][C:3]([C:5]1[C:9]([NH:10][C:11](=[O:15])[CH2:12]CCl)=[CH:8][S:7][CH:6]=1)=[O:4].C(=O)([O-])[O-].[K+].[K+].[I:22][C:23]1[CH:28]=[CH:27][C:26]([OH:29])=[CH:25][CH:24]=1.C(OCC)(=O)C, predict the reaction product. The product is: [CH3:1][O:2][C:3]([C:5]1[C:9]([NH:10][C:11](=[O:15])[CH2:12][O:29][C:26]2[CH:27]=[CH:28][C:23]([I:22])=[CH:24][CH:25]=2)=[CH:8][S:7][CH:6]=1)=[O:4]. (2) Given the reactants S(Cl)(Cl)=O.O[CH2:6][C:7]([NH:10][C:11]1[N:12]([CH3:29])[C:13](=[O:28])[C:14]2[C:15](=[N:17][N:18]([CH2:20][C:21]3[CH:26]=[CH:25][C:24]([Br:27])=[CH:23][CH:22]=3)[CH:19]=2)[N:16]=1)([CH3:9])[CH3:8].O.[OH-].[NH4+], predict the reaction product. The product is: [Br:27][C:24]1[CH:25]=[CH:26][C:21]([CH2:20][N:18]2[CH:19]=[C:14]3[C:13](=[O:28])[N:12]([CH3:29])[C:11]4[N:16]([CH2:6][C:7]([CH3:9])([CH3:8])[N:10]=4)[C:15]3=[N:17]2)=[CH:22][CH:23]=1. (3) Given the reactants Cl.Cl.[CH3:3][N:4]1[CH2:9][CH2:8][NH:7][C@H:6]([CH3:10])[CH2:5]1.C(N(CC)C(C)C)(C)C.[Cl:20][C:21]1[C:26]([F:27])=[C:25](Cl)[N:24]=[C:23]([CH3:29])[N:22]=1, predict the reaction product. The product is: [Cl:20][C:21]1[C:26]([F:27])=[C:25]([N:7]2[CH2:8][CH2:9][N:4]([CH3:3])[CH2:5][C@H:6]2[CH3:10])[N:24]=[C:23]([CH3:29])[N:22]=1. (4) The product is: [CH:1]([N:14]1[C:22]2[C:17](=[CH:18][C:19]([Cl:23])=[CH:20][CH:21]=2)[C:16]([CH2:24][CH2:25][O:26][C:27]2[CH:28]=[CH:29][C:30]([C:31]([OH:33])=[O:32])=[CH:35][CH:36]=2)=[C:15]1[CH2:37][CH2:38][NH:39][S:40]([CH2:43][S:53][C:47]1[CH:48]=[CH:49][C:50]([Cl:52])=[CH:51][C:46]=1[Cl:45])(=[O:42])=[O:41])([C:8]1[CH:9]=[CH:10][CH:11]=[CH:12][CH:13]=1)[C:2]1[CH:7]=[CH:6][CH:5]=[CH:4][CH:3]=1. Given the reactants [CH:1]([N:14]1[C:22]2[C:17](=[CH:18][C:19]([Cl:23])=[CH:20][CH:21]=2)[C:16]([CH2:24][CH2:25][O:26][C:27]2[CH:36]=[CH:35][C:30]([C:31]([O:33]C)=[O:32])=[CH:29][CH:28]=2)=[C:15]1[CH2:37][CH2:38][NH:39][S:40]([CH2:43]Cl)(=[O:42])=[O:41])([C:8]1[CH:13]=[CH:12][CH:11]=[CH:10][CH:9]=1)[C:2]1[CH:7]=[CH:6][CH:5]=[CH:4][CH:3]=1.[Cl:45][C:46]1[CH:51]=[C:50]([Cl:52])[CH:49]=[CH:48][C:47]=1[SH:53], predict the reaction product.